Dataset: Peptide-MHC class I binding affinity with 185,985 pairs from IEDB/IMGT. Task: Regression. Given a peptide amino acid sequence and an MHC pseudo amino acid sequence, predict their binding affinity value. This is MHC class I binding data. The peptide sequence is QDYTSGPGI. The MHC is Mamu-B01 with pseudo-sequence Mamu-B01. The binding affinity (normalized) is 0.0236.